Dataset: Forward reaction prediction with 1.9M reactions from USPTO patents (1976-2016). Task: Predict the product of the given reaction. (1) Given the reactants [CH3:1][C:2]1[O:6][N:5]=[C:4]([C:7]2[CH:12]=[CH:11][CH:10]=[CH:9][CH:8]=2)[C:3]=1[C:13]([NH:15][NH2:16])=[O:14].[CH3:17][S:18]([C:21]1[CH:22]=[C:23]([CH:27]=[CH:28][CH:29]=1)[C:24](O)=O)(=[O:20])=[O:19], predict the reaction product. The product is: [CH3:17][S:18]([C:21]1[CH:22]=[C:23]([C:24]2[O:14][C:13]([C:3]3[C:4]([C:7]4[CH:12]=[CH:11][CH:10]=[CH:9][CH:8]=4)=[N:5][O:6][C:2]=3[CH3:1])=[N:15][N:16]=2)[CH:27]=[CH:28][CH:29]=1)(=[O:19])=[O:20]. (2) Given the reactants [C:1]([CH2:3][C:4]1([N:25]2[CH:29]=[C:28](B3OC(C)(C)C(C)(C)O3)[CH:27]=[N:26]2)[CH2:7][N:6]([C:8]2[C:22]([F:23])=[CH:21][C:11]([C:12]([NH:14][C@@H:15]([CH3:20])[C:16]([F:19])([F:18])[F:17])=[O:13])=[C:10]([F:24])[CH:9]=2)[CH2:5]1)#[N:2].Br[C:40]1[C:41]([CH3:46])=[N:42][NH:43][C:44]=1[CH3:45].C(=O)([O-])[O-].[Na+].[Na+].O, predict the reaction product. The product is: [C:1]([CH2:3][C:4]1([N:25]2[CH:29]=[C:28]([C:40]3[C:41]([CH3:46])=[N:42][NH:43][C:44]=3[CH3:45])[CH:27]=[N:26]2)[CH2:5][N:6]([C:8]2[C:22]([F:23])=[CH:21][C:11]([C:12]([NH:14][C@@H:15]([CH3:20])[C:16]([F:17])([F:18])[F:19])=[O:13])=[C:10]([F:24])[CH:9]=2)[CH2:7]1)#[N:2]. (3) Given the reactants [Cl:1][C:2]1[CH:7]=[C:6]([O:8][C:9]2[CH:14]=[CH:13][C:12]([Cl:15])=[CH:11][CH:10]=2)[CH:5]=[CH:4][C:3]=1[C:16]([OH:25])([CH:23]=[CH2:24])[CH2:17][N:18]1[CH:22]=[N:21][CH:20]=[N:19]1.[H-].[Na+].CI.Cl[CH2:31]Cl, predict the reaction product. The product is: [Cl:1][C:2]1[CH:7]=[C:6]([O:8][C:9]2[CH:10]=[CH:11][C:12]([Cl:15])=[CH:13][CH:14]=2)[CH:5]=[CH:4][C:3]=1[C:16]([O:25][CH3:31])([CH:23]=[CH2:24])[CH2:17][N:18]1[CH:22]=[N:21][CH:20]=[N:19]1. (4) Given the reactants FC(F)(F)C(O)=O.C(O[C:13](=O)[N:14]([C@H:16]([CH2:28][C:29]1[CH:34]=[CH:33][CH:32]=[CH:31][CH:30]=1)[C:17]([N:19]1[CH2:23][CH2:22][CH2:21][C@H:20]1[CH2:24][N:25]([CH3:27])[CH3:26])=[O:18])C)(C)(C)C, predict the reaction product. The product is: [CH3:26][N:25]([CH2:24][C@@H:20]1[CH2:21][CH2:22][CH2:23][N:19]1[C:17](=[O:18])[C@H:16]([NH:14][CH3:13])[CH2:28][C:29]1[CH:34]=[CH:33][CH:32]=[CH:31][CH:30]=1)[CH3:27]. (5) Given the reactants [F:1][C:2]1[CH:3]=[C:4]([CH:29]=[C:30]([N:32]2[CH2:37][CH2:36][O:35][CH2:34][CH2:33]2)[CH:31]=1)[C:5]([NH:7][C:8]1[C:17]2[C:12](=[CH:13][CH:14]=[CH:15][CH:16]=2)[C:11]([O:18][C:19]2[CH:24]=[CH:23][N:22]=[C:21](S(C)(=O)=O)[N:20]=2)=[CH:10][CH:9]=1)=[O:6].[CH3:38][N:39]1[CH2:43][CH2:42][CH2:41][CH:40]1[CH2:44][CH2:45][NH2:46], predict the reaction product. The product is: [F:1][C:2]1[CH:3]=[C:4]([CH:29]=[C:30]([N:32]2[CH2:37][CH2:36][O:35][CH2:34][CH2:33]2)[CH:31]=1)[C:5]([NH:7][C:8]1[C:17]2[C:12](=[CH:13][CH:14]=[CH:15][CH:16]=2)[C:11]([O:18][C:19]2[CH:24]=[CH:23][N:22]=[C:21]([NH:46][CH2:45][CH2:44][CH:40]3[CH2:41][CH2:42][CH2:43][N:39]3[CH3:38])[N:20]=2)=[CH:10][CH:9]=1)=[O:6]. (6) Given the reactants [Cl:1][C:2]1[CH:3]=[C:4]2[C:12](=[C:13]([N+:16]([O-:18])=[O:17])[C:14]=1F)[NH:11][C:10]1[CH:9]=[N:8][CH:7]=[CH:6][C:5]2=1.CN(C=O)C.[CH3:24][S-:25].[Na+].C(=O)(O)[O-].[Na+], predict the reaction product. The product is: [Cl:1][C:2]1[CH:3]=[C:4]2[C:12](=[C:13]([N+:16]([O-:18])=[O:17])[C:14]=1[S:25][CH3:24])[NH:11][C:10]1[CH:9]=[N:8][CH:7]=[CH:6][C:5]2=1. (7) Given the reactants [CH:1]1([N:6]([C:12]2[S:13][CH:14]=[C:15]([C:17]3[CH:22]=[CH:21][C:20]([CH:23]([CH3:25])[CH3:24])=[CH:19][CH:18]=3)[N:16]=2)[CH2:7][CH2:8]C(O)=O)[CH2:5][CH2:4][CH2:3][CH2:2]1.C1(P(N=[N+]=[N-])(C2C=CC=CC=2)=[O:33])C=CC=CC=1.CC[N:45]([CH:49](C)C)C(C)C.[CH3:52][S:53]([NH2:56])(=[O:55])=[O:54], predict the reaction product. The product is: [CH:1]1([N:6]([C:12]2[S:13][CH:14]=[C:15]([C:17]3[CH:18]=[CH:19][C:20]([CH:23]([CH3:24])[CH3:25])=[CH:21][CH:22]=3)[N:16]=2)[CH2:7][CH2:8][NH:45][C:49]([NH:56][S:53]([CH3:52])(=[O:55])=[O:54])=[O:33])[CH2:2][CH2:3][CH2:4][CH2:5]1.